This data is from Catalyst prediction with 721,799 reactions and 888 catalyst types from USPTO. The task is: Predict which catalyst facilitates the given reaction. (1) Reactant: [Cl:1][C:2]1[CH:31]=[CH:30][C:5]([CH2:6][N:7]2[CH2:12][CH2:11][N:10]([C:13]([O:15][CH2:16][C@@:17]([OH:29])([CH3:28])[CH2:18][N:19]3[CH:23]=[C:22]([N+:24]([O-:26])=[O:25])[N:21]=[C:20]3Cl)=[O:14])[CH2:9][CH2:8]2)=[CH:4][CH:3]=1.[H-].[Na+]. Product: [Cl:1][C:2]1[CH:31]=[CH:30][C:5]([CH2:6][N:7]2[CH2:12][CH2:11][N:10]([C:13]([O:15][CH2:16][C@:17]3([CH3:28])[O:29][C:20]4=[N:21][C:22]([N+:24]([O-:26])=[O:25])=[CH:23][N:19]4[CH2:18]3)=[O:14])[CH2:9][CH2:8]2)=[CH:4][CH:3]=1. The catalyst class is: 3. (2) Reactant: N(C(N1CCCCC1)=O)=NC(N1CCCCC1)=O.[CH3:19][S:20][CH2:21][CH2:22][CH2:23][OH:24].[Br:25][C:26]1[CH:45]=[CH:44][C:29]([NH:30][C:31]2[C:40]3[C:35](=[CH:36][C:37](O)=[C:38]([O:41][CH3:42])[CH:39]=3)[N:34]=[CH:33][N:32]=2)=[C:28]([F:46])[CH:27]=1.C(P(CCCC)CCCC)CCC. Product: [Br:25][C:26]1[CH:45]=[CH:44][C:29]([NH:30][C:31]2[C:40]3[C:35](=[CH:36][C:37]([O:24][CH2:23][CH2:22][CH2:21][S:20][CH3:19])=[C:38]([O:41][CH3:42])[CH:39]=3)[N:34]=[CH:33][N:32]=2)=[C:28]([F:46])[CH:27]=1. The catalyst class is: 2. (3) Reactant: Cl[CH2:2][CH2:3][NH:4][C:5]([NH:7][C:8]1[CH:13]=[CH:12][C:11]([OH:14])=[CH:10][C:9]=1[F:15])=[O:6].CC([O-])(C)C.[Na+]. Product: [F:15][C:9]1[CH:10]=[C:11]([OH:14])[CH:12]=[CH:13][C:8]=1[N:7]1[CH2:2][CH2:3][NH:4][C:5]1=[O:6]. The catalyst class is: 1. (4) Reactant: Cl[C:2]1[C:3]2[C:4](=[CH:13][N:14](CC3C=CC(OC)=CC=3)[N:15]=2)[N:5]=[C:6]([C:8]2[S:9][CH:10]=[CH:11][CH:12]=2)[N:7]=1.[CH3:25][S:26]([C:28]1[CH:29]=[C:30]([CH:32]=[CH:33][CH:34]=1)[NH2:31])=[O:27].Cl. Product: [CH3:25][S:26]([C:28]1[CH:29]=[C:30]([NH:31][C:2]2[C:3]3[NH:15][N:14]=[CH:13][C:4]=3[N:5]=[C:6]([C:8]3[S:9][CH:10]=[CH:11][CH:12]=3)[N:7]=2)[CH:32]=[CH:33][CH:34]=1)=[O:27]. The catalyst class is: 71. (5) Reactant: [C:1]([O:5][C:6]([N:8]1[CH2:13][CH2:12][C:11](=[O:14])[CH2:10][CH2:9]1)=[O:7])([CH3:4])([CH3:3])[CH3:2].[CH:15]([Mg]Br)=[CH2:16].C1COCC1. Product: [C:1]([O:5][C:6]([N:8]1[CH2:9][CH2:10][C:11]([CH:15]=[CH2:16])([OH:14])[CH2:12][CH2:13]1)=[O:7])([CH3:4])([CH3:2])[CH3:3]. The catalyst class is: 27. (6) Reactant: C([O:3][C:4](=[O:15])[CH2:5][CH:6]([C:13]#[N:14])[CH2:7][C@H:8]([CH3:12])[CH2:9][CH2:10][CH3:11])C.C1COCC1.[OH-].[Na+:22]. Product: [OH-:3].[Na+:22].[Na+:22].[C:13]([CH:6]([CH2:7][C@H:8]([CH3:12])[CH2:9][CH2:10][CH3:11])[CH2:5][C:4]([O-:15])=[O:3])#[N:14]. The catalyst class is: 6. (7) Reactant: [C:1]([O:5][C:6]([NH:8][C@@H:9]([CH2:14][O:15][CH2:16][C@H:17]([CH2:28][C:29]1[CH:34]=[CH:33][CH:32]=[CH:31][CH:30]=1)[C@@H:18]([CH2:21][C:22]1[CH:27]=[CH:26][CH:25]=[CH:24][CH:23]=1)[CH2:19][OH:20])[C:10]([O:12][CH3:13])=[O:11])=[O:7])([CH3:4])([CH3:3])[CH3:2].C(Cl)Cl.CS(C)=O.C(N(CC)CC)C. Product: [C:1]([O:5][C:6]([NH:8][C@@H:9]([CH2:14][O:15][CH2:16][C@H:17]([CH2:28][C:29]1[CH:30]=[CH:31][CH:32]=[CH:33][CH:34]=1)[C@@H:18]([CH2:21][C:22]1[CH:27]=[CH:26][CH:25]=[CH:24][CH:23]=1)[CH:19]=[O:20])[C:10]([O:12][CH3:13])=[O:11])=[O:7])([CH3:4])([CH3:2])[CH3:3]. The catalyst class is: 625. (8) Reactant: [Cl:1][C:2]1[CH:3]=[N:4][CH:5]=[C:6]([Cl:23])[C:7]=1[CH2:8][CH:9]([C:11]1[C:20]2[O:19][CH2:18][CH2:17][O:16][C:15]=2[C:14]([O:21][CH3:22])=[CH:13][CH:12]=1)[OH:10].CC(C)=O.OS(O)(=O)=O.O=[Cr](=O)=O. Product: [Cl:1][C:2]1[CH:3]=[N:4][CH:5]=[C:6]([Cl:23])[C:7]=1[CH2:8][C:9]([C:11]1[C:20]2[O:19][CH2:18][CH2:17][O:16][C:15]=2[C:14]([O:21][CH3:22])=[CH:13][CH:12]=1)=[O:10]. The catalyst class is: 21. (9) Reactant: [NH3:1].[F:2][C:3]1[CH:4]=[C:5]2[C:9](=[CH:10][CH:11]=1)[NH:8][CH:7]([C:12]([O:14]C)=O)[CH2:6]2. Product: [F:2][C:3]1[CH:4]=[C:5]2[C:9](=[CH:10][CH:11]=1)[NH:8][CH:7]([C:12]([NH2:1])=[O:14])[CH2:6]2. The catalyst class is: 5.